This data is from Forward reaction prediction with 1.9M reactions from USPTO patents (1976-2016). The task is: Predict the product of the given reaction. (1) Given the reactants CC(C)([O-])C.[K+].[CH3:7][O:8][C:9]1[CH:10]=[C:11]([OH:19])[CH:12]=[C:13]([O:17][CH3:18])[C:14]=1[O:15][CH3:16].[CH3:20][C:21]1[N:22]=[C:23]([CH3:44])[N:24]2[C:29]=1[C:28](N1C=NC=N1)=[N:27][C:26]([C:35]1[CH:40]=[CH:39][CH:38]=[C:37]([N+:41]([O-:43])=[O:42])[CH:36]=1)=[N:25]2, predict the reaction product. The product is: [CH3:20][C:21]1[N:22]=[C:23]([CH3:44])[N:24]2[C:29]=1[C:28]([O:19][C:11]1[CH:12]=[C:13]([O:17][CH3:18])[C:14]([O:15][CH3:16])=[C:9]([O:8][CH3:7])[CH:10]=1)=[N:27][C:26]([C:35]1[CH:40]=[CH:39][CH:38]=[C:37]([N+:41]([O-:43])=[O:42])[CH:36]=1)=[N:25]2. (2) Given the reactants [Br:1][C:2]1[CH:7]=[CH:6][C:5]([C:8]2([C:13]([F:16])([F:15])[F:14])[CH2:12][CH2:11][CH2:10][NH:9]2)=[CH:4][CH:3]=1.Br[C:18]1C=CC(C(OC)=O)=C(C)C=1.BrC1C=CC(C(OC)=O)=CC=1, predict the reaction product. The product is: [Br:1][C:2]1[CH:3]=[CH:4][C:5]([C:8]2([C:13]([F:16])([F:14])[F:15])[CH2:12][CH2:11][CH2:10][NH:9]2)=[C:6]([CH3:18])[CH:7]=1. (3) Given the reactants O/[CH:2]=[C:3](\[CH2:8][C:9]1[CH:10]=[N:11][CH:12]=[N:13][CH:14]=1)/[C:4]([O:6]C)=O.OS(C(F)(F)F)(=O)=O.[C:23](=[NH:46])([O:25][CH2:26][CH2:27][C:28]1[CH:33]=[CH:32][C:31]([O:34][C:35]2[CH:40]=[CH:39][C:38]([Cl:41])=[C:37]([C:42]([F:45])([F:44])[F:43])[CH:36]=2)=[CH:30][CH:29]=1)[NH2:24].C([O-])([O-])=O.[K+].[K+], predict the reaction product. The product is: [Cl:41][C:38]1[CH:39]=[CH:40][C:35]([O:34][C:31]2[CH:32]=[CH:33][C:28]([CH2:27][CH2:26][O:25][C:23]3[NH:46][CH:2]=[C:3]([CH2:8][C:9]4[CH:10]=[N:11][CH:12]=[N:13][CH:14]=4)[C:4](=[O:6])[N:24]=3)=[CH:29][CH:30]=2)=[CH:36][C:37]=1[C:42]([F:43])([F:44])[F:45].